This data is from Full USPTO retrosynthesis dataset with 1.9M reactions from patents (1976-2016). The task is: Predict the reactants needed to synthesize the given product. (1) Given the product [OH:15][C:13]1[CH:12]=[C:11]([CH2:17][C:18]([O:20][CH3:21])=[O:19])[CH:10]=[C:9]([O:8][CH3:1])[CH:14]=1, predict the reactants needed to synthesize it. The reactants are: [CH2:1]([O:8][C:9]1[CH:10]=[C:11]([CH2:17][C:18]([O:20][CH3:21])=[O:19])[CH:12]=[C:13]([O:15]C)[CH:14]=1)C1C=CC=CC=1. (2) Given the product [CH2:29]([C:31]1[CH:36]=[CH:35][CH:34]=[C:33]([CH2:37][CH3:38])[C:32]=1[C:4]1[N:3]=[C:2]([CH3:42])[C:7]([CH2:8][N:9]([CH3:20])[CH:10]2[C:19]3[C:14](=[CH:15][CH:16]=[CH:17][CH:18]=3)[CH2:13][CH2:12][CH2:11]2)=[C:6]([C:21]([N:23]2[CH2:24][CH2:25][CH2:26][CH2:27]2)=[O:22])[CH:5]=1)[CH3:30], predict the reactants needed to synthesize it. The reactants are: Cl[C:2]1[C:7]([CH2:8][N:9]([CH3:20])[CH:10]2[C:19]3[C:14](=[CH:15][CH:16]=[CH:17][CH:18]=3)[CH2:13][CH2:12][CH2:11]2)=[C:6]([C:21]([N:23]2[CH2:27][CH2:26][CH2:25][CH2:24]2)=[O:22])[CH:5]=[C:4](Cl)[N:3]=1.[CH2:29]([C:31]1[CH:36]=[CH:35][CH:34]=[C:33]([CH2:37][CH3:38])[C:32]=1B(O)O)[CH3:30].[C:42]([O-])([O-])=O.[Na+].[Na+].CB(O)O.[OH-].[Na+]. (3) Given the product [C:15]([O:19][C:2]1[C:7]([CH:8]2[CH2:10][CH2:9]2)=[CH:6][C:5]([OH:11])=[C:4]([CH:12]2[CH2:14][CH2:13]2)[CH:3]=1)([CH3:18])([CH3:17])[CH3:16], predict the reactants needed to synthesize it. The reactants are: Br[C:2]1[C:7]([CH:8]2[CH2:10][CH2:9]2)=[CH:6][C:5]([OH:11])=[C:4]([CH:12]2[CH2:14][CH2:13]2)[CH:3]=1.[C:15]([O:19]C1C(C2CC2)=CC(O)=C(C)C=1)([CH3:18])([CH3:17])[CH3:16]. (4) Given the product [CH2:1]([C:3]1[C:4]([NH:11][C@H:12]2[CH2:13][O:32][CH2:15][C@H:16]2[OH:17])=[N:5][C:6]([CH2:9][CH3:10])=[CH:7][N:8]=1)[CH3:2], predict the reactants needed to synthesize it. The reactants are: [CH2:1]([C:3]1[C:4]([NH:11][C@H:12]2[C@@H:16]([OH:17])[CH2:15]N(C(OCC3C=CC=CC=3)=O)[CH2:13]2)=[N:5][C:6]([CH2:9][CH3:10])=[CH:7][N:8]=1)[CH3:2].N[C@H]1C[O:32]C[C@H]1O.